Dataset: Orexin1 receptor HTS with 218,158 compounds and 233 confirmed actives. Task: Binary Classification. Given a drug SMILES string, predict its activity (active/inactive) in a high-throughput screening assay against a specified biological target. The drug is OCC1(CCCN(C1)Cc1oc(cc1)COC)Cc1c(cccc1)C. The result is 0 (inactive).